From a dataset of Forward reaction prediction with 1.9M reactions from USPTO patents (1976-2016). Predict the product of the given reaction. (1) Given the reactants C(O[C:6](=[O:25])[NH:7][C:8]1[S:9][C:10]2[C:16]([C:17]3[CH:22]=[CH:21][CH:20]=[CH:19][CH:18]=3)=[CH:15][CH:14]=[C:13]([O:23][CH3:24])[C:11]=2[N:12]=1)(C)(C)C.[NH:26]1[CH2:31][CH2:30][O:29][CH2:28][CH2:27]1, predict the reaction product. The product is: [CH3:24][O:23][C:13]1[C:11]2[N:12]=[C:8]([NH:7][C:6]([N:26]3[CH2:31][CH2:30][O:29][CH2:28][CH2:27]3)=[O:25])[S:9][C:10]=2[C:16]([C:17]2[CH:22]=[CH:21][CH:20]=[CH:19][CH:18]=2)=[CH:15][CH:14]=1. (2) Given the reactants [Cl:1][C:2]1[CH:7]=[CH:6][C:5]([C:8]2[CH:13]=[C:12]([C:14]([F:17])([F:16])[F:15])[N:11]3[N:18]=[CH:19][C:20]([C:21]([OH:23])=O)=[C:10]3[N:9]=2)=[CH:4][CH:3]=1.O[NH:25][C:26](=[NH:37])[C:27]1[CH:32]=[CH:31][CH:30]=[C:29]([S:33](=[O:36])(=[O:35])[NH2:34])[CH:28]=1, predict the reaction product. The product is: [Cl:1][C:2]1[CH:7]=[CH:6][C:5]([C:8]2[CH:13]=[C:12]([C:14]([F:17])([F:15])[F:16])[N:11]3[N:18]=[CH:19][C:20]([C:21]4[O:23][N:37]=[C:26]([C:27]5[CH:28]=[C:29]([S:33]([NH2:34])(=[O:35])=[O:36])[CH:30]=[CH:31][CH:32]=5)[N:25]=4)=[C:10]3[N:9]=2)=[CH:4][CH:3]=1. (3) Given the reactants [C:1]1([S:7]([N:10]2[C:14]3=[N:15][CH:16]=[C:17]([CH2:19][CH:20]([OH:23])[CH2:21][OH:22])[CH:18]=[C:13]3[CH:12]=[CH:11]2)(=[O:9])=[O:8])[CH:6]=[CH:5][CH:4]=[CH:3][CH:2]=1.[C:24]1(C)[CH:29]=CC(S(O)(=O)=O)=C[CH:25]=1.COC(OC)(C)C, predict the reaction product. The product is: [C:1]1([S:7]([N:10]2[C:14]3=[N:15][CH:16]=[C:17]([CH2:19][CH:20]4[CH2:21][O:22][C:24]([CH3:29])([CH3:25])[O:23]4)[CH:18]=[C:13]3[CH:12]=[CH:11]2)(=[O:9])=[O:8])[CH:2]=[CH:3][CH:4]=[CH:5][CH:6]=1.